Dataset: Full USPTO retrosynthesis dataset with 1.9M reactions from patents (1976-2016). Task: Predict the reactants needed to synthesize the given product. (1) Given the product [Br:1][C:2]1[C:3]([F:10])=[C:4]([CH:5]([C:14]2[CH:15]=[CH:16][CH:17]=[CH:18][C:13]=2[O:12][CH3:11])[OH:6])[CH:7]=[CH:8][CH:9]=1, predict the reactants needed to synthesize it. The reactants are: [Br:1][C:2]1[C:3]([F:10])=[C:4]([CH:7]=[CH:8][CH:9]=1)[CH:5]=[O:6].[CH3:11][O:12][C:13]1[CH:18]=[CH:17][CH:16]=[CH:15][C:14]=1[Mg]Br. (2) The reactants are: C[O:2][C:3](=[O:27])[C:4]([NH:7][C:8]1[CH:13]=[CH:12][CH:11]=[C:10]([CH:14]2[C:23]([CH3:25])([CH3:24])[CH2:22][C:21]3[C:16](=[CH:17][CH:18]=[C:19]([Cl:26])[CH:20]=3)[NH:15]2)[CH:9]=1)([CH3:6])[CH3:5].Cl. Given the product [Cl:26][C:19]1[CH:20]=[C:21]2[C:16](=[CH:17][CH:18]=1)[NH:15][CH:14]([C:10]1[CH:9]=[C:8]([NH:7][C:4]([CH3:6])([CH3:5])[C:3]([OH:27])=[O:2])[CH:13]=[CH:12][CH:11]=1)[C:23]([CH3:25])([CH3:24])[CH2:22]2, predict the reactants needed to synthesize it. (3) Given the product [CH3:60][S:61]([O:18][C@H:16]1[CH2:15][C:14]([CH3:19])([CH3:20])[CH2:13][C:12]2[N:11]=[C:10]([CH:21]3[CH2:22][CH2:23][N:24]([C:27]4[N:32]=[CH:31][C:30]([O:33][CH2:34][CH2:35][C:36]([OH:39])([CH3:37])[CH3:38])=[CH:29][N:28]=4)[CH2:25][CH2:26]3)[C:9]([C@@H:40]([F:51])[C:41]3[CH:46]=[CH:45][C:44]([C:47]([F:49])([F:48])[F:50])=[CH:43][CH:42]=3)=[C:8]([CH:5]3[CH2:4][CH2:3][C:2]([F:1])([F:52])[CH2:7][CH2:6]3)[C:17]1=2)(=[O:63])=[O:62], predict the reactants needed to synthesize it. The reactants are: [F:1][C:2]1([F:52])[CH2:7][CH2:6][CH:5]([C:8]2[C:17]3[C@@H:16]([OH:18])[CH2:15][C:14]([CH3:20])([CH3:19])[CH2:13][C:12]=3[N:11]=[C:10]([CH:21]3[CH2:26][CH2:25][N:24]([C:27]4[N:32]=[CH:31][C:30]([O:33][CH2:34][CH2:35][C:36]([OH:39])([CH3:38])[CH3:37])=[CH:29][N:28]=4)[CH2:23][CH2:22]3)[C:9]=2[C@@H:40]([F:51])[C:41]2[CH:46]=[CH:45][C:44]([C:47]([F:50])([F:49])[F:48])=[CH:43][CH:42]=2)[CH2:4][CH2:3]1.C(OC(C)C)(=O)C.[CH3:60][S:61](O)(=[O:63])=[O:62]. (4) Given the product [C:31]([O:36][CH2:37][CH2:38][O:40][CH2:39][CH2:1][O:3][CH2:2][CH3:4])(=[O:35])[CH3:32], predict the reactants needed to synthesize it. The reactants are: [CH2:1]1[O:3][CH2:2]1.[C:4](O)(=O)C=C.C(O)(=O)C=C.OC1C=CC(C(C2C=CC(O)=CC=2)(C)C)=CC=1.[C:31]([O:36][CH2:37][CH:38]1[O:40][CH2:39]1)(=[O:35])[C:32](C)=C. (5) Given the product [CH3:1][O:2][C:3]1[CH:47]=[CH:46][C:6]([CH2:7][N:8]([CH2:37][C:38]2[CH:43]=[CH:42][C:41]([O:44][CH3:45])=[CH:40][CH:39]=2)[C:9]2[N:14]=[C:13]([CH3:15])[N:12]=[C:11]([C:16]3[CH:17]=[C:18]([CH2:23][N:24]4[CH2:29][CH2:28][N:27]([C:30]([O:32][C:33]([CH3:36])([CH3:35])[CH3:34])=[O:31])[CH2:26][CH2:25]4)[CH:19]=[N:20][C:21]=3[NH:56][C:53]3[CH:52]=[N:51][C:50]([O:49][CH3:48])=[N:55][CH:54]=3)[N:10]=2)=[CH:5][CH:4]=1, predict the reactants needed to synthesize it. The reactants are: [CH3:1][O:2][C:3]1[CH:47]=[CH:46][C:6]([CH2:7][N:8]([CH2:37][C:38]2[CH:43]=[CH:42][C:41]([O:44][CH3:45])=[CH:40][CH:39]=2)[C:9]2[N:14]=[C:13]([CH3:15])[N:12]=[C:11]([C:16]3[CH:17]=[C:18]([CH2:23][N:24]4[CH2:29][CH2:28][N:27]([C:30]([O:32][C:33]([CH3:36])([CH3:35])[CH3:34])=[O:31])[CH2:26][CH2:25]4)[CH:19]=[N:20][C:21]=3F)[N:10]=2)=[CH:5][CH:4]=1.[CH3:48][O:49][C:50]1[N:55]=[CH:54][C:53]([NH2:56])=[CH:52][N:51]=1.O1CCCC1.C[Si]([N-][Si](C)(C)C)(C)C.[Li+].